This data is from Catalyst prediction with 721,799 reactions and 888 catalyst types from USPTO. The task is: Predict which catalyst facilitates the given reaction. (1) Reactant: [Cl:1][C:2]1[CH:3]=[CH:4][C:5]2[C:15](=[O:16])[C:10]3=[N:11][CH:12]=[CH:13][CH:14]=[C:9]3[CH2:8][CH2:7][C:6]=2[CH:17]=1.[C:18]([Mg]Cl)([CH3:21])([CH3:20])[CH3:19].[Cl-].[NH4+]. Product: [CH3:19][C:18]([C:13]1[CH:14]=[C:9]2[CH2:8][CH2:7][C:6]3[CH:17]=[C:2]([Cl:1])[CH:3]=[CH:4][C:5]=3[C:15](=[O:16])[C:10]2=[N:11][CH:12]=1)([CH3:21])[CH3:20]. The catalyst class is: 1. (2) Product: [Cl:16][C:17]1[C:18]([CH:9]=[O:10])=[CH:19][C:20]2[O:25][CH:24]([C:26]([N:28]3[CH2:33][CH2:32][C:31]([CH2:36][C:37]4[CH:38]=[CH:39][C:40]([F:43])=[CH:41][CH:42]=4)([C:34]#[N:35])[CH2:30][CH2:29]3)=[O:27])[CH2:23][NH:22][C:21]=2[CH:44]=1. Reactant: O=P(Cl)(Cl)Cl.CN([CH:9]=[O:10])C.O=P(Cl)(Cl)Cl.[Cl:16][C:17]1[CH:18]=[CH:19][C:20]2[O:25][CH:24]([C:26]([N:28]3[CH2:33][CH2:32][C:31]([CH2:36][C:37]4[CH:42]=[CH:41][C:40]([F:43])=[CH:39][CH:38]=4)([C:34]#[N:35])[CH2:30][CH2:29]3)=[O:27])[CH2:23][NH:22][C:21]=2[CH:44]=1. The catalyst class is: 3. (3) Product: [CH:3]1[CH:9]=[CH:8][N:7]([O-:10])[C:5](=[S:6])[CH:4]=1.[CH:3]1[CH:9]=[CH:8][N:7]([O-:10])[C:5](=[S:6])[CH:4]=1.[Zn+2:24].[O-2:20].[Zn+2:24]. Reactant: [OH-].[Na+].[CH:3]1[CH:9]=[CH:8][N:7]([O-:10])[C:5](=[S:6])[CH:4]=1.[Na+].O.O.O.O.O.O.O.S([O-])([O-])(=O)=[O:20].[Zn+2:24].Cl. The catalyst class is: 6. (4) Reactant: [C:1]([C:3]1[C:8]2[N:9]=[C:10]([CH:12]3[CH2:14][CH2:13]3)[O:11][C:7]=2[C:6]([C:15](=[CH2:25])[CH2:16][NH:17][C:18](=[O:24])[O:19][C:20]([CH3:23])([CH3:22])[CH3:21])=[C:5]([C:26]2[CH:31]=[CH:30][CH:29]=[CH:28][CH:27]=2)[C:4]=1[CH3:32])#[N:2].[CH2:33](Br)[CH:34]=[CH2:35].[H-].[Na+].C(O)(=O)CC(CC(O)=O)(C(O)=O)O. Product: [CH2:35]([N:17]([CH2:16][C:15]([C:6]1[C:7]2[O:11][C:10]([CH:12]3[CH2:14][CH2:13]3)=[N:9][C:8]=2[C:3]([C:1]#[N:2])=[C:4]([CH3:32])[C:5]=1[C:26]1[CH:27]=[CH:28][CH:29]=[CH:30][CH:31]=1)=[CH2:25])[C:18](=[O:24])[O:19][C:20]([CH3:23])([CH3:22])[CH3:21])[CH:34]=[CH2:33]. The catalyst class is: 9. (5) Reactant: [CH3:1][O:2][C:3](=[O:26])/[C:4](/[C:12]1[CH:17]=[CH:16][C:15]([S:18]([CH3:21])(=[O:20])=[O:19])=[C:14]([C:22]([F:25])([F:24])[F:23])[CH:13]=1)=[CH:5]/[CH:6]1[CH2:11][CH2:10][CH2:9][CH2:8][CH2:7]1.[BH4-].[Na+]. The catalyst class is: 652. Product: [CH3:1][O:2][C:3](=[O:26])[CH:4]([C:12]1[CH:17]=[CH:16][C:15]([S:18]([CH3:21])(=[O:19])=[O:20])=[C:14]([C:22]([F:25])([F:24])[F:23])[CH:13]=1)[CH2:5][CH:6]1[CH2:11][CH2:10][CH2:9][CH2:8][CH2:7]1. (6) Reactant: CN(C=O)C.CS(O[CH2:11][CH2:12][O:13][CH2:14][CH2:15][O:16][CH2:17][CH2:18][C:19]12[CH2:28][CH:23]3[CH2:24][CH:25]([CH2:27][CH:21]([CH2:22]3)[CH2:20]1)[CH2:26]2)(=O)=O.[N-:29]=[N+:30]=[N-:31].[Na+]. Product: [N:29]([CH2:11][CH2:12][O:13][CH2:14][CH2:15][O:16][CH2:17][CH2:18][C:19]12[CH2:28][CH:23]3[CH2:24][CH:25]([CH2:27][CH:21]([CH2:22]3)[CH2:20]1)[CH2:26]2)=[N+:30]=[N-:31]. The catalyst class is: 6. (7) Reactant: [C:1]([C:4]1[C:22](=[O:23])[C@@:8]2([CH3:24])[C:9]3[C:15]([OH:16])=[CH:14][C:13]([O:17][CH3:18])=[C:12]([C:19]([NH2:21])=[O:20])[C:10]=3[O:11][C:7]2=[CH:6][C:5]=1[OH:25])(=[O:3])[CH3:2].[CH3:26][C:27]1[C:36]([CH3:37])=[C:35]([CH3:38])[C:34]2[C:29](=[CH:30][CH:31]=[CH:32][CH:33]=2)[C:28]=1[CH:39]=O.C([SiH](CC)CC)C.FC(F)(F)C(O)=O. Product: [C:1]([C:4]1[C:22](=[O:23])[C@@:8]2([CH3:24])[C:9]3[C:15]([OH:16])=[CH:14][C:13]([O:17][CH3:18])=[C:12]([C:19]([NH:21][CH2:39][C:28]4[C:29]5[C:34](=[CH:33][CH:32]=[CH:31][CH:30]=5)[C:35]([CH3:38])=[C:36]([CH3:37])[C:27]=4[CH3:26])=[O:20])[C:10]=3[O:11][C:7]2=[CH:6][C:5]=1[OH:25])(=[O:3])[CH3:2]. The catalyst class is: 10. (8) Reactant: [CH2:1]([Li])CCC.[Cl:6][C:7]1[CH:12]=[CH:11][N:10]=[CH:9][C:8]=1[CH:13]=O. Product: [Cl:6][C:7]1[CH:12]=[CH:11][N:10]=[CH:9][C:8]=1[CH:13]=[CH2:1]. The catalyst class is: 307. (9) Reactant: [F:1][C:2]1[CH:7]=[C:6]([CH3:8])[C:5]([S:9][CH2:10][C:11]([F:14])([F:13])[F:12])=[CH:4][C:3]=1[N:15]1[C:19]([NH:20][CH3:21])=[CH:18][C:17]([O:22][C:23]([F:38])([F:37])[C:24]([F:36])([F:35])[C:25]([F:34])([F:33])[C:26]([F:32])([F:31])[C:27]([F:30])([F:29])[F:28])=[N:16]1.ClC1C=CC=C(C(OO)=[O:47])C=1. Product: [F:1][C:2]1[CH:7]=[C:6]([CH3:8])[C:5]([S:9]([CH2:10][C:11]([F:14])([F:13])[F:12])=[O:47])=[CH:4][C:3]=1[N:15]1[C:19]([NH:20][CH3:21])=[CH:18][C:17]([O:22][C:23]([F:38])([F:37])[C:24]([F:35])([F:36])[C:25]([F:33])([F:34])[C:26]([F:32])([F:31])[C:27]([F:30])([F:29])[F:28])=[N:16]1. The catalyst class is: 22. (10) Reactant: Cl[C:2]1[C:11]2[C:6](=[CH:7][C:8]([C:12]#[N:13])=[CH:9][CH:10]=2)[N:5]=[CH:4][CH:3]=1.[CH2:14]([C:16]1[CH:21]=[C:20]([C:22]2[CH:27]=[CH:26][CH:25]=[CH:24][CH:23]=2)[N:19]=[N:18][C:17]=1[NH:28][C:29]1[CH:34]=[CH:33][C:32]([OH:35])=[CH:31][CH:30]=1)[CH3:15].C(=O)([O-])[O-:37].[Cs+].[Cs+].CS(C)=O. Product: [CH2:14]([C:16]1[CH:21]=[C:20]([C:22]2[CH:27]=[CH:26][CH:25]=[CH:24][CH:23]=2)[N:19]=[N:18][C:17]=1[NH:28][C:29]1[CH:30]=[CH:31][C:32]([O:35][C:2]2[C:11]3[C:6](=[CH:7][C:8]([C:12]([NH2:13])=[O:37])=[CH:9][CH:10]=3)[N:5]=[CH:4][CH:3]=2)=[CH:33][CH:34]=1)[CH3:15]. The catalyst class is: 6.